This data is from Full USPTO retrosynthesis dataset with 1.9M reactions from patents (1976-2016). The task is: Predict the reactants needed to synthesize the given product. (1) The reactants are: C([O:3][C:4](=[O:34])[CH2:5][CH2:6][C:7]1[CH:12]=[CH:11][C:10]([O:13][C:14]2[CH:19]=[C:18]([F:20])[CH:17]=[C:16]([O:21][C:22]3[CH:27]=[CH:26][C:25]([C:28]([F:31])([F:30])[F:29])=[CH:24][C:23]=3Br)[CH:15]=2)=[CH:9][C:8]=1[CH3:33])C.[N:35]1[CH:40]=[CH:39][CH:38]=[C:37](B(O)O)[CH:36]=1. Given the product [F:20][C:18]1[CH:19]=[C:14]([CH:15]=[C:16]([O:21][C:22]2[CH:27]=[CH:26][C:25]([C:28]([F:30])([F:29])[F:31])=[CH:24][C:23]=2[C:37]2[CH:36]=[N:35][CH:40]=[CH:39][CH:38]=2)[CH:17]=1)[O:13][C:10]1[CH:11]=[CH:12][C:7]([CH2:6][CH2:5][C:4]([OH:3])=[O:34])=[C:8]([CH3:33])[CH:9]=1, predict the reactants needed to synthesize it. (2) Given the product [Si:13]([O:30][CH2:31][CH2:32][O:33][CH2:34][C@H:35]([OH:40])[C:36]([NH:12][C:9]1[CH:8]=[CH:7][C:6]([Cl:5])=[CH:11][N:10]=1)=[O:37])([C:26]([CH3:29])([CH3:27])[CH3:28])([C:20]1[CH:25]=[CH:24][CH:23]=[CH:22][CH:21]=1)[C:14]1[CH:15]=[CH:16][CH:17]=[CH:18][CH:19]=1, predict the reactants needed to synthesize it. The reactants are: C[Al](C)C.[Cl:5][C:6]1[CH:7]=[CH:8][C:9]([NH2:12])=[N:10][CH:11]=1.[Si:13]([O:30][CH2:31][CH2:32][O:33][CH2:34][C@H:35]([OH:40])[C:36](OC)=[O:37])([C:26]([CH3:29])([CH3:28])[CH3:27])([C:20]1[CH:25]=[CH:24][CH:23]=[CH:22][CH:21]=1)[C:14]1[CH:19]=[CH:18][CH:17]=[CH:16][CH:15]=1.C(O)(=O)CC(CC(O)=O)(C(O)=O)O. (3) Given the product [CH:22]1([CH2:28][NH:29][C:5](=[O:6])[C:4]2[CH:8]=[C:9]([O:15][CH3:16])[C:10]([O:11][CH2:12][C:13]#[CH:14])=[C:2]([F:1])[CH:3]=2)[CH2:27][CH2:26][CH2:25][CH2:24][CH2:23]1, predict the reactants needed to synthesize it. The reactants are: [F:1][C:2]1[CH:3]=[C:4]([CH:8]=[C:9]([O:15][CH3:16])[C:10]=1[O:11][CH2:12][C:13]#[CH:14])[C:5](Cl)=[O:6].O1CCCC1.[CH:22]1([CH2:28][NH2:29])[CH2:27][CH2:26][CH2:25][CH2:24][CH2:23]1. (4) The reactants are: [N+:1]([C:4]1[CH:9]=[CH:8][C:7]([CH2:10][C:11]([OH:13])=O)=[CH:6][CH:5]=1)([O-:3])=[O:2].S(Cl)(Cl)=O.[CH3:18][N:19]1[CH2:24][CH2:23][NH:22][CH2:21][CH2:20]1.C(Cl)Cl. Given the product [CH3:18][N:19]1[CH2:24][CH2:23][N:22]([C:11](=[O:13])[CH2:10][C:7]2[CH:6]=[CH:5][C:4]([N+:1]([O-:3])=[O:2])=[CH:9][CH:8]=2)[CH2:21][CH2:20]1, predict the reactants needed to synthesize it. (5) Given the product [Br:1][C:2]1[N:6]2[CH:7]=[C:8]([C:15]3[CH:19]=[CH:18][O:17][CH:16]=3)[CH:9]=[C:10]([C:11]([F:12])([F:13])[F:14])[C:5]2=[N:4][C:3]=1[C:20]([N:24]1[CH2:25][CH2:26][CH:27]([N:30]2[C:34](=[O:35])[CH2:33][O:32][C:31]2=[O:36])[CH2:28][CH2:29]1)=[O:21], predict the reactants needed to synthesize it. The reactants are: [Br:1][C:2]1[N:6]2[CH:7]=[C:8]([C:15]3[CH:19]=[CH:18][O:17][CH:16]=3)[CH:9]=[C:10]([C:11]([F:14])([F:13])[F:12])[C:5]2=[N:4][C:3]=1[C:20](O)=[O:21].Cl.[NH:24]1[CH2:29][CH2:28][CH:27]([N:30]2[C:34](=[O:35])[CH2:33][O:32][C:31]2=[O:36])[CH2:26][CH2:25]1.CN(C(ON1N=NC2C=CC=NC1=2)=[N+](C)C)C.F[P-](F)(F)(F)(F)F.CCN(C(C)C)C(C)C.